This data is from Reaction yield outcomes from USPTO patents with 853,638 reactions. The task is: Predict the reaction yield, written as a fraction of the theoretical maximum amount of product (1.0 means a 100% yield; for example, 0.34 means a 34% yield). (1) The reactants are [CH2:1]([O:8][C:9]1[CH:14]=[CH:13][C:12]([N+:15]([O-])=O)=[CH:11][C:10]=1[C:18]1[N:22]([CH3:23])[N:21]=[CH:20][C:19]=1[Br:24])[C:2]1[CH:7]=[CH:6][CH:5]=[CH:4][CH:3]=1.O.O.Cl[Sn]Cl. No catalyst specified. The product is [CH2:1]([O:8][C:9]1[CH:14]=[CH:13][C:12]([NH2:15])=[CH:11][C:10]=1[C:18]1[N:22]([CH3:23])[N:21]=[CH:20][C:19]=1[Br:24])[C:2]1[CH:3]=[CH:4][CH:5]=[CH:6][CH:7]=1. The yield is 0.390. (2) The reactants are Br[C:2]1[CH:3]=[C:4]2[C:9](=[CH:10][CH:11]=1)[N:8]=[CH:7][C:6]([C:12](=[O:14])[CH3:13])=[C:5]2[NH:15][C:16]1[CH:21]=[CH:20][C:19]([CH2:22][N:23]2[CH2:28][CH2:27][N:26]([CH3:29])[CH2:25][CH2:24]2)=[CH:18][CH:17]=1.[Cl:30][C:31]1[CH:36]=[C:35](B2OC(C)(C)C(C)(C)O2)[CH:34]=[C:33]([Cl:46])[C:32]=1[OH:47].Cl. The catalyst is ClCCl.CO. The product is [ClH:30].[Cl:30][C:31]1[CH:36]=[C:35]([C:2]2[CH:3]=[C:4]3[C:9](=[CH:10][CH:11]=2)[N:8]=[CH:7][C:6]([C:12](=[O:14])[CH3:13])=[C:5]3[NH:15][C:16]2[CH:17]=[CH:18][C:19]([CH2:22][N:23]3[CH2:28][CH2:27][N:26]([CH3:29])[CH2:25][CH2:24]3)=[CH:20][CH:21]=2)[CH:34]=[C:33]([Cl:46])[C:32]=1[OH:47]. The yield is 0.660. (3) The product is [F:1][C:2]1[CH:3]=[C:4]([CH:14]([NH:16][C:17]([C:19]2[N:20]=[C:21]([O:32][C:28]3[CH:29]=[CH:30][CH:31]=[C:26]([Br:25])[CH:27]=3)[O:22][CH:23]=2)=[O:18])[CH3:15])[CH:5]=[C:6]([F:13])[C:7]=1[NH:8][S:9]([CH3:12])(=[O:11])=[O:10]. The yield is 0.560. The reactants are [F:1][C:2]1[CH:3]=[C:4]([CH:14]([NH:16][C:17]([C:19]2[N:20]=[C:21](Cl)[O:22][CH:23]=2)=[O:18])[CH3:15])[CH:5]=[C:6]([F:13])[C:7]=1[NH:8][S:9]([CH3:12])(=[O:11])=[O:10].[Br:25][C:26]1[CH:27]=[C:28]([OH:32])[CH:29]=[CH:30][CH:31]=1. No catalyst specified.